Dataset: Full USPTO retrosynthesis dataset with 1.9M reactions from patents (1976-2016). Task: Predict the reactants needed to synthesize the given product. (1) Given the product [CH2:23]([N:1]1[C:10]2[C:5](=[CH:6][C:7]3[CH2:15][CH2:14][N:13]([C:16]([O:18][C:19]([CH3:22])([CH3:21])[CH3:20])=[O:17])[CH2:12][CH2:11][C:8]=3[CH:9]=2)[CH2:4][CH2:3][CH2:2]1)[CH:24]([CH3:26])[CH3:25], predict the reactants needed to synthesize it. The reactants are: [NH:1]1[C:10]2[C:5](=[CH:6][C:7]3[CH2:15][CH2:14][N:13]([C:16]([O:18][C:19]([CH3:22])([CH3:21])[CH3:20])=[O:17])[CH2:12][CH2:11][C:8]=3[CH:9]=2)[CH2:4][CH2:3][CH2:2]1.[C:23](Cl)(=O)[CH:24]([CH3:26])[CH3:25].C(N(CC)CC)C. (2) Given the product [F:1][C:2]1[CH:7]=[CH:6][C:5]([N:8]([CH2:9][C:10]2[CH:15]=[CH:14][C:13]([NH:16][C:17]([C@@H:19]3[CH2:23][CH2:22][CH2:21][N:20]3[C:60](=[O:61])[C@@H:59]([NH:58][C:56](=[O:57])[O:55][CH3:54])[C@H:63]3[CH2:67][CH2:66][O:65][CH2:64]3)=[O:18])=[CH:12][CH:11]=2)[CH2:24][C:25]2[CH:30]=[CH:29][C:28]([NH:31][C:32]([C@@H:34]3[CH2:38][CH2:37][CH2:36][N:35]3[C:39](=[O:53])[C@@H:40]([C:47]3[CH:48]=[CH:49][CH:50]=[CH:51][CH:52]=3)[N:41]3[CH2:42][CH2:43][CH2:44][CH2:45][CH2:46]3)=[O:33])=[CH:27][CH:26]=2)=[CH:4][CH:3]=1, predict the reactants needed to synthesize it. The reactants are: [F:1][C:2]1[CH:7]=[CH:6][C:5]([N:8]([CH2:24][C:25]2[CH:30]=[CH:29][C:28]([NH:31][C:32]([C@@H:34]3[CH2:38][CH2:37][CH2:36][N:35]3[C:39](=[O:53])[C@@H:40]([C:47]3[CH:52]=[CH:51][CH:50]=[CH:49][CH:48]=3)[N:41]3[CH2:46][CH2:45][CH2:44][CH2:43][CH2:42]3)=[O:33])=[CH:27][CH:26]=2)[CH2:9][C:10]2[CH:15]=[CH:14][C:13]([NH:16][C:17]([C@@H:19]3[CH2:23][CH2:22][CH2:21][NH:20]3)=[O:18])=[CH:12][CH:11]=2)=[CH:4][CH:3]=1.[CH3:54][O:55][C:56]([NH:58][C@@H:59]([C@H:63]1[CH2:67][CH2:66][O:65][CH2:64]1)[C:60](O)=[O:61])=[O:57]. (3) Given the product [F:1][C:2]1[C:7]([CH3:8])=[CH:6][C:5]([NH2:9])=[C:4]([N+:13]([O-:15])=[O:14])[CH:3]=1, predict the reactants needed to synthesize it. The reactants are: [F:1][C:2]1[C:7]([CH3:8])=[CH:6][C:5]([NH:9]C(=O)C)=[C:4]([N+:13]([O-:15])=[O:14])[CH:3]=1.[OH-].[K+].CO. (4) Given the product [F:38][C:32]1[CH:33]=[C:34]([F:37])[CH:35]=[CH:36][C:31]=1/[CH:30]=[CH:29]/[C:26]1[CH:27]=[CH:28][C:23]([S:20]([C:16]2[CH:17]=[C:18]([C:7]3[CH:12]=[CH:11][CH:10]=[CH:9][N:8]=3)[CH:19]=[CH:14][CH:15]=2)(=[O:22])=[O:21])=[CH:24][CH:25]=1, predict the reactants needed to synthesize it. The reactants are: C([Li])CCC.Br[C:7]1[CH:12]=[CH:11][CH:10]=[CH:9][N:8]=1.Br[C:14]1[CH:15]=[C:16]([S:20]([C:23]2[CH:28]=[CH:27][C:26](/[CH:29]=[CH:30]/[C:31]3[CH:36]=[CH:35][C:34]([F:37])=[CH:33][C:32]=3[F:38])=[CH:25][CH:24]=2)(=[O:22])=[O:21])[CH:17]=[CH:18][CH:19]=1. (5) Given the product [OH:8][C:6]1[CH:7]=[C:2]2[C:3]([C:9](=[O:18])[C:10]([C:11]3[CH:16]=[CH:15][C:14]([OH:17])=[CH:13][CH:12]=3)=[CH:24][O:1]2)=[CH:4][CH:5]=1, predict the reactants needed to synthesize it. The reactants are: [OH:1][C:2]1[CH:7]=[C:6]([OH:8])[CH:5]=[CH:4][C:3]=1[C:9](=[O:18])[CH2:10][C:11]1[CH:16]=[CH:15][C:14]([OH:17])=[CH:13][CH:12]=1.B(F)(F)F.O(CC)[CH2:24]C.CS(Cl)(=O)=O. (6) Given the product [CH3:23][O:22][C:19]1[CH:18]=[CH:17][C:16]([PH:15][C:12]2[CH:13]=[CH:14][C:9]([O:8][CH3:7])=[CH:10][CH:11]=2)=[CH:21][CH:20]=1.[BH3:5], predict the reactants needed to synthesize it. The reactants are: [Cl-].[Ce+3].[Cl-].[Cl-].[BH4-:5].[Na+].[CH3:7][O:8][C:9]1[CH:14]=[CH:13][C:12]([PH:15](=O)[C:16]2[CH:21]=[CH:20][C:19]([O:22][CH3:23])=[CH:18][CH:17]=2)=[CH:11][CH:10]=1.[H-].[Al+3].[Li+].[H-].[H-].[H-].Cl. (7) Given the product [CH3:61][O:60][C:58](=[O:59])[NH:57][CH:50]([CH:51]1[CH2:56][CH2:55][O:54][CH2:53][CH2:52]1)[C:49]([N:43]1[CH2:44][C:45]([F:47])([F:48])[CH2:46][CH:42]1[C:39]1[NH:38][C:37]([C:34]2[CH:35]=[CH:36][C:31]([C:26]3[CH:25]=[CH:24][C:23]4[C:28](=[CH:29][CH:30]=[C:21]([C:18]5[NH:17][C:16]([CH:12]6[CH2:13][CH2:14][CH2:15][N:11]6[C:9](=[O:10])[CH:74]([NH:73][C:71]([O:70][CH3:69])=[O:72])[C:78]6[CH:83]=[CH:82][CH:81]=[CH:80][CH:79]=6)=[N:20][CH:19]=5)[CH:22]=4)[CH:27]=3)=[CH:32][CH:33]=2)=[CH:41][N:40]=1)=[O:62], predict the reactants needed to synthesize it. The reactants are: C(O[C:9]([N:11]1[CH2:15][CH2:14][CH2:13][CH:12]1[C:16]1[NH:17][C:18]([C:21]2[CH:30]=[CH:29][C:28]3[C:23](=[CH:24][CH:25]=[C:26]([C:31]4[CH:36]=[CH:35][C:34]([C:37]5[NH:38][C:39]([CH:42]6[CH2:46][C:45]([F:48])([F:47])[CH2:44][N:43]6[C:49](=[O:62])[CH:50]([NH:57][C:58]([O:60][CH3:61])=[O:59])[CH:51]6[CH2:56][CH2:55][O:54][CH2:53][CH2:52]6)=[N:40][CH:41]=5)=[CH:33][CH:32]=4)[CH:27]=3)[CH:22]=2)=[CH:19][N:20]=1)=[O:10])C1C=CC=CC=1.C(=O)([O-])[O-].[K+].[K+].[CH3:69][O:70][C:71]([NH:73][CH:74]([C:78]1[CH:83]=[CH:82][CH:81]=[CH:80][CH:79]=1)C(O)=O)=[O:72].P([O-])([O-])([O-])=O.[K+].[K+].[K+].CCOC(C(C#N)=NOC(N1CCOCC1)=[N+](C)C)=O.F[P-](F)(F)(F)(F)F. (8) The reactants are: C([O:3][CH:4](OCC)[C:5]1[CH:10]=[CH:9][C:8]([CH2:11][OH:12])=[CH:7][CH:6]=1)C. Given the product [OH:12][CH2:11][C:8]1[CH:9]=[CH:10][C:5]([CH:4]=[O:3])=[CH:6][CH:7]=1, predict the reactants needed to synthesize it. (9) Given the product [F:22][C:19]1[CH:18]=[CH:17][C:16]([CH2:15][O:14][C:11]2[CH:12]=[CH:13][N:8]([C:5]3[CH:6]=[CH:7][C:2]4[N:1]=[C:31]([CH:28]5[CH2:29][CH2:30][O:26][CH2:27]5)[N:24]([CH3:25])[C:3]=4[CH:4]=3)[C:9](=[O:23])[CH:10]=2)=[CH:21][CH:20]=1, predict the reactants needed to synthesize it. The reactants are: [NH2:1][C:2]1[CH:7]=[CH:6][C:5]([N:8]2[CH:13]=[CH:12][C:11]([O:14][CH2:15][C:16]3[CH:21]=[CH:20][C:19]([F:22])=[CH:18][CH:17]=3)=[CH:10][C:9]2=[O:23])=[CH:4][C:3]=1[NH:24][CH3:25].[O:26]1[CH2:30][CH2:29][CH:28]([C:31](O)=O)[CH2:27]1.CN(C(ON1N=NC2C=CC=NC1=2)=[N+](C)C)C.F[P-](F)(F)(F)(F)F.C(N(CC)C(C)C)(C)C.C([O-])(O)=O.[Na+]. (10) Given the product [NH2:1][C:2]1[CH:7]=[CH:6][C:5]([F:8])=[CH:4][C:3]=1[CH:9]=[O:10], predict the reactants needed to synthesize it. The reactants are: [NH2:1][C:2]1[CH:7]=[CH:6][C:5]([F:8])=[CH:4][C:3]=1[CH2:9][OH:10].